From a dataset of Catalyst prediction with 721,799 reactions and 888 catalyst types from USPTO. Predict which catalyst facilitates the given reaction. (1) The catalyst class is: 2. Product: [CH3:12][C:8]1[CH:7]=[CH:6][C:5]([N:13]2[CH2:18][CH2:17][N:16]([CH3:19])[CH2:15][CH2:14]2)=[C:4]2[C:9]=1[CH2:10][CH2:11][C@@H:2]([NH:1][C:32](=[O:33])[C:31]1[CH:35]=[CH:36][C:28]([Cl:27])=[CH:29][CH:30]=1)[CH2:3]2. Reactant: [NH2:1][C@@H:2]1[CH2:11][CH2:10][C:9]2[C:4](=[C:5]([N:13]3[CH2:18][CH2:17][N:16]([CH3:19])[CH2:15][CH2:14]3)[CH:6]=[CH:7][C:8]=2[CH3:12])[CH2:3]1.C(N(CC)CC)C.[Cl:27][C:28]1[CH:36]=[CH:35][C:31]([C:32](Cl)=[O:33])=[CH:30][CH:29]=1. (2) Reactant: [NH2:1][CH2:2][C:3]([N:5]([C:7]1[CH:12]=[CH:11][C:10]([Cl:13])=[C:9]([CH2:14][O:15][C:16]2[C:24]3[N:23]=[C:22]([O:25][CH3:26])[N:21]([CH2:27][C:28]4[CH:33]=[CH:32][CH:31]=[CH:30][N:29]=4)[C:20]=3[CH:19]=[CH:18][CH:17]=2)[C:8]=1[Cl:34])[CH3:6])=[O:4].C(N(CC)CC)C.[C:42]([NH:45][CH:46]1[CH2:51][CH2:50][N:49]([CH2:52][CH2:53][C:54](O)=[O:55])[CH2:48][CH2:47]1)(=[O:44])[CH3:43].CN(C(ON1N=NC2C=CC=CC1=2)=[N+](C)C)C.F[P-](F)(F)(F)(F)F. Product: [C:42]([NH:45][CH:46]1[CH2:47][CH2:48][N:49]([CH2:52][CH2:53][C:54]([NH:1][CH2:2][C:3]([N:5]([C:7]2[CH:12]=[CH:11][C:10]([Cl:13])=[C:9]([CH2:14][O:15][C:16]3[C:24]4[N:23]=[C:22]([O:25][CH3:26])[N:21]([CH2:27][C:28]5[CH:33]=[CH:32][CH:31]=[CH:30][N:29]=5)[C:20]=4[CH:19]=[CH:18][CH:17]=3)[C:8]=2[Cl:34])[CH3:6])=[O:4])=[O:55])[CH2:50][CH2:51]1)(=[O:44])[CH3:43]. The catalyst class is: 3.